This data is from Reaction yield outcomes from USPTO patents with 853,638 reactions. The task is: Predict the reaction yield, written as a fraction of the theoretical maximum amount of product (1.0 means a 100% yield; for example, 0.34 means a 34% yield). (1) The reactants are [CH2:1]([C@H:8]([NH:21][C:22]([C@@H:24]([NH:34][C:35]([C@@H:37]([NH:39][C:40]([C:42]1[CH2:43][C:44]2[C:49]([C:50]=1[CH3:51])=[CH:48][CH:47]=[CH:46][CH:45]=2)=[O:41])[CH3:38])=[O:36])[CH2:25][C:26]1[CH:31]=[CH:30][C:29]([O:32][CH3:33])=[CH:28][CH:27]=1)=[O:23])[CH:9]([C:11](=[O:20])[NH:12][CH2:13][C:14]1[CH:19]=[CH:18][CH:17]=[CH:16][CH:15]=1)[OH:10])[C:2]1[CH:7]=[CH:6][CH:5]=[CH:4][CH:3]=1.CC(OI1(OC(C)=O)(OC(C)=O)OC(=O)C2C=CC=CC1=2)=O. The catalyst is ClCCl. The product is [CH2:1]([C@H:8]([NH:21][C:22]([C@@H:24]([NH:34][C:35]([C@@H:37]([NH:39][C:40]([C:42]1[CH2:43][C:44]2[C:49]([C:50]=1[CH3:51])=[CH:48][CH:47]=[CH:46][CH:45]=2)=[O:41])[CH3:38])=[O:36])[CH2:25][C:26]1[CH:31]=[CH:30][C:29]([O:32][CH3:33])=[CH:28][CH:27]=1)=[O:23])[C:9]([C:11](=[O:20])[NH:12][CH2:13][C:14]1[CH:15]=[CH:16][CH:17]=[CH:18][CH:19]=1)=[O:10])[C:2]1[CH:3]=[CH:4][CH:5]=[CH:6][CH:7]=1. The yield is 0.380. (2) The reactants are [C:1]([C:5]1[N:10]=[C:9]([N:11]2[CH2:16][CH2:15][N:14]([CH2:17][CH2:18][CH2:19][CH2:20][NH2:21])[CH2:13][CH2:12]2)[CH:8]=[C:7]([C:22]([F:25])([F:24])[F:23])[N:6]=1)([CH3:4])([CH3:3])[CH3:2].C1N=CN(C(N2C=NC=C2)=O)C=1.[CH3:38][N:39]1[CH2:44][CH2:43][NH:42][CH2:41][CH2:40]1.C(Cl)(Cl)Cl.[CH3:49][OH:50]. No catalyst specified. The product is [C:1]([C:5]1[N:10]=[C:9]([N:11]2[CH2:16][CH2:15][N:14]([CH2:17][CH2:18][CH2:19][CH2:20][NH:21][C:49]([N:42]3[CH2:43][CH2:44][N:39]([CH3:38])[CH2:40][CH2:41]3)=[O:50])[CH2:13][CH2:12]2)[CH:8]=[C:7]([C:22]([F:24])([F:25])[F:23])[N:6]=1)([CH3:4])([CH3:2])[CH3:3]. The yield is 0.290. (3) The yield is 0.780. The reactants are [Br:1][C:2]1[CH:3]=[C:4]2[C:9](=[CH:10][CH:11]=1)[NH:8][C:7](=[O:12])[CH2:6][CH2:5]2.[CH3:13]C([O-])(C)C.[K+].CI. The catalyst is CN(C=O)C.Cl. The product is [Br:1][C:2]1[CH:3]=[C:4]2[C:9](=[CH:10][CH:11]=1)[N:8]([CH3:13])[C:7](=[O:12])[CH2:6][CH2:5]2. (4) The product is [Cl:22][C:15]1[C:16]2[CH:21]=[CH:20][N:19]([S:8]([C:5]3[CH:6]=[CH:7][C:2]([CH3:1])=[CH:3][CH:4]=3)(=[O:10])=[O:9])[C:17]=2[N:18]=[CH:13][N:14]=1. The yield is 0.950. The catalyst is CC(C)=O. The reactants are [CH3:1][C:2]1[CH:7]=[CH:6][C:5]([S:8](Cl)(=[O:10])=[O:9])=[CH:4][CH:3]=1.Cl[C:13]1[N:14]=[C:15]([Cl:22])[C:16]2[CH:21]=[CH:20][NH:19][C:17]=2[N:18]=1.[OH-].[Na+].